This data is from Forward reaction prediction with 1.9M reactions from USPTO patents (1976-2016). The task is: Predict the product of the given reaction. (1) Given the reactants F[C:2]1[CH:7]=[C:6]([N+]([O-])=O)[CH:5]=[CH:4][C:3]=1[N:11]1[C@H:15](CC)[CH2:14][O:13]C1C(F)(F)F.FC1C=C([N+]([O-])=O)C=CC=1N(CC(F)(F)F)[C@H](CC)CO.[H-].[Na+], predict the reaction product. The product is: [O:13]1[C:2]2[CH:7]=[CH:6][CH:5]=[CH:4][C:3]=2[N:11]=[CH:15][CH2:14]1. (2) Given the reactants [Cl:1][C:2]1[CH:3]=[C:4]([CH:16]=[CH:17][C:18]=1[Cl:19])[O:5][CH:6]1[CH2:11][C:10]([CH3:13])([CH3:12])[NH:9][C:8]([CH3:15])([CH3:14])[CH2:7]1.C(=O)([O-])[O-].[K+].[K+].[C:26]([CH2:28]OS(C1C=CC=CC=1)(=O)=O)#[N:27].CS(C)=O, predict the reaction product. The product is: [ClH:1].[Cl:1][C:2]1[CH:3]=[C:4]([CH:16]=[CH:17][C:18]=1[Cl:19])[O:5][CH:6]1[CH2:11][C:10]([CH3:12])([CH3:13])[N:9]([CH2:28][C:26]#[N:27])[C:8]([CH3:14])([CH3:15])[CH2:7]1. (3) Given the reactants [CH:1]([CH:3]1[CH2:7][CH2:6][N:5]([C:8](OC(C)(C)C)=O)[CH2:4]1)=[O:2].FC(F)(F)C(O)=O.BrC[C:24]1[CH:33]=[CH:32][C:27]([C:28]([O:30][CH3:31])=[O:29])=[CH:26][CH:25]=1.C(=O)([O-])[O-].[K+].[K+], predict the reaction product. The product is: [CH:1]([CH:3]1[CH2:7][CH2:6][N:5]([CH2:8][C:24]2[CH:33]=[CH:32][C:27]([C:28]([O:30][CH3:31])=[O:29])=[CH:26][CH:25]=2)[CH2:4]1)=[O:2]. (4) Given the reactants [NH2:1][C:2]1[C:3](=[O:16])[N:4]([CH2:8][C:9]([O:11][C:12]([CH3:15])([CH3:14])[CH3:13])=[O:10])[CH:5]=[CH:6][CH:7]=1.CN1CCOCC1.[C:24]1([CH2:30][S:31](Cl)(=[O:33])=[O:32])[CH:29]=[CH:28][CH:27]=[CH:26][CH:25]=1, predict the reaction product. The product is: [CH2:30]([S:31]([NH:1][C:2]1[C:3](=[O:16])[N:4]([CH2:8][C:9]([O:11][C:12]([CH3:13])([CH3:15])[CH3:14])=[O:10])[CH:5]=[CH:6][CH:7]=1)(=[O:33])=[O:32])[C:24]1[CH:29]=[CH:28][CH:27]=[CH:26][CH:25]=1. (5) Given the reactants Cl[C:2]1[CH:7]=[CH:6][C:5]([N+:8]([O-:10])=[O:9])=[CH:4][C:3]=1[O:11][CH:12]([CH3:14])[CH3:13].[CH3:15][N:16]1[CH2:21][CH2:20][NH:19][CH2:18][CH2:17]1.C(=O)([O-])[O-].[K+].[K+].O, predict the reaction product. The product is: [CH:12]([O:11][C:3]1[CH:4]=[C:5]([N+:8]([O-:10])=[O:9])[CH:6]=[CH:7][C:2]=1[N:19]1[CH2:20][CH2:21][N:16]([CH3:15])[CH2:17][CH2:18]1)([CH3:14])[CH3:13]. (6) Given the reactants [O:1]=[C:2]1[CH:7]=[C:6]([C:8]2[CH:13]=[CH:12][C:11]([C:14]([F:17])([F:16])[F:15])=[CH:10][CH:9]=2)[CH:5]=[CH:4][N:3]1[C:18]1[CH:19]=[C:20]2[C:24](=[CH:25][CH:26]=1)[N:23]([CH2:27][CH:28]=O)[N:22]=[CH:21]2.[NH:30]1[CH2:35][CH2:34][O:33][CH2:32][CH2:31]1.Cl.C([O-])(O)=O.[Na+], predict the reaction product. The product is: [O:33]1[CH2:34][CH2:35][N:30]([CH2:28][CH2:27][N:23]2[C:24]3[C:20](=[CH:19][C:18]([N:3]4[CH:4]=[CH:5][C:6]([C:8]5[CH:9]=[CH:10][C:11]([C:14]([F:15])([F:17])[F:16])=[CH:12][CH:13]=5)=[CH:7][C:2]4=[O:1])=[CH:26][CH:25]=3)[CH:21]=[N:22]2)[CH2:31][CH2:32]1.